From a dataset of Reaction yield outcomes from USPTO patents with 853,638 reactions. Predict the reaction yield, written as a fraction of the theoretical maximum amount of product (1.0 means a 100% yield; for example, 0.34 means a 34% yield). (1) The reactants are Cl.[Cl:2][C:3]1[CH:8]=[CH:7][C:6]([C:9]2[C:14]([C@@H:15]3[CH2:17][C@H:16]3[NH:18]C(=O)OC(C)(C)C)=[CH:13][CH:12]=[C:11]([C:26]3[CH:31]=[CH:30][CH:29]=[C:28]([C:32]([F:35])([F:34])[F:33])[CH:27]=3)[N:10]=2)=[CH:5][CH:4]=1. The catalyst is O1CCOCC1. The product is [ClH:2].[Cl:2][C:3]1[CH:8]=[CH:7][C:6]([C:9]2[C:14]([C@@H:15]3[CH2:17][C@H:16]3[NH2:18])=[CH:13][CH:12]=[C:11]([C:26]3[CH:31]=[CH:30][CH:29]=[C:28]([C:32]([F:35])([F:33])[F:34])[CH:27]=3)[N:10]=2)=[CH:5][CH:4]=1. The yield is 0.707. (2) The catalyst is C(O)C. The reactants are [Cl:1][C:2]1[CH:7]=[CH:6][C:5]([N:8]([C:14]2[C:19]([C:20]([F:23])([F:22])[F:21])=[CH:18][C:17]([NH2:24])=[CH:16][C:15]=2[NH2:25])[C:9](=[O:13])OCC)=[CH:4][CH:3]=1.[H-].[Na+].C(=O)(O)[O-].[Na+]. The product is [NH2:24][C:17]1[CH:18]=[C:19]([C:20]([F:21])([F:22])[F:23])[C:14]2[N:8]([C:5]3[CH:4]=[CH:3][C:2]([Cl:1])=[CH:7][CH:6]=3)[C:9](=[O:13])[NH:25][C:15]=2[CH:16]=1. The yield is 0.700. (3) The reactants are [N+:1]([C:4]1[CH:10]=[CH:9][CH:8]=[CH:7][C:5]=1[NH2:6])([O-:3])=[O:2].CO[CH:13]1[CH2:17][CH2:16][CH:15](OC)O1. The catalyst is C(O)(=O)C. The product is [N+:1]([C:4]1[CH:10]=[CH:9][CH:8]=[CH:7][C:5]=1[N:6]1[CH:13]=[CH:17][CH:16]=[CH:15]1)([O-:3])=[O:2]. The yield is 0.960. (4) The reactants are [NH2:1][C:2]1[N:3]=[C:4]([N:14]2[CH2:19][CH2:18][N:17]([C:20](=[O:30])[CH2:21][O:22][C:23]3[CH:28]=[CH:27][C:26]([Cl:29])=[CH:25][CH:24]=3)[CH2:16][CH2:15]2)[C:5]2[N:10]=[C:9](S(C)=O)[S:8][C:6]=2[N:7]=1.[F:31][C:32]1[CH:38]=[CH:37][C:35]([NH2:36])=[CH:34][CH:33]=1. The catalyst is O1CCOCC1. The product is [NH2:1][C:2]1[N:3]=[C:4]([N:14]2[CH2:15][CH2:16][N:17]([C:20](=[O:30])[CH2:21][O:22][C:23]3[CH:28]=[CH:27][C:26]([Cl:29])=[CH:25][CH:24]=3)[CH2:18][CH2:19]2)[C:5]2[N:10]=[C:9]([NH:36][C:35]3[CH:37]=[CH:38][C:32]([F:31])=[CH:33][CH:34]=3)[S:8][C:6]=2[N:7]=1. The yield is 0.880. (5) No catalyst specified. The yield is 0.260. The reactants are [C:1]([O:4][C@@H:5]1[C@@H:10]([O:11][C:12](=[O:14])[CH3:13])[C@H:9]([O:15][C:16](=[O:18])[CH3:17])[C@@H:8]([O:19]/[C:20](/[C:29]([O:31][CH2:32][CH3:33])=[O:30])=[CH:21]\[C:22]2[CH:27]=[CH:26][CH:25]=[CH:24][C:23]=2F)[O:7][C@H:6]1[CH2:34][O:35][C:36](=[O:38])[CH3:37])(=[O:3])[CH3:2].[H-].[Na+].[Br-].C(O[C@@H:46]1[C@@H:52](OC(=O)C)[C@@H:51](OC(=O)C)[C@@H:50]([CH2:61]OC(=O)C)O[C@@H:47]1O)(=O)C. The product is [C:16]([O:15][C@H:9]1[C@H:10]([O:11][C:12](=[O:14])[CH3:13])[C@H:5]([O:4][C:1](=[O:3])[CH3:2])[C@H:6]([CH2:34][O:35][C:36](=[O:38])[CH3:37])[O:7][C@@H:8]1[O:19]/[C:20](/[C:29]([O:31][CH2:32][CH3:33])=[O:30])=[CH:21]\[C:22]1[CH:27]=[C:26]([C:47]2[CH:46]=[CH:52][CH:51]=[CH:50][CH:61]=2)[CH:25]=[CH:24][CH:23]=1)(=[O:18])[CH3:17]. (6) The reactants are [O:1]([C:8]1[CH:15]=[CH:14][C:11]([CH:12]=O)=[CH:10][CH:9]=1)[C:2]1[CH:7]=[CH:6][CH:5]=[CH:4][CH:3]=1.[C:16]12([NH2:26])[CH2:25][CH:20]3[CH2:21][CH:22]([CH2:24][CH:18]([CH2:19]3)[CH2:17]1)[CH2:23]2. The product is [C:16]12([NH:26][CH2:12][C:11]3[CH:14]=[CH:15][C:8]([O:1][C:2]4[CH:7]=[CH:6][CH:5]=[CH:4][CH:3]=4)=[CH:9][CH:10]=3)[CH2:23][CH:22]3[CH2:21][CH:20]([CH2:19][CH:18]([CH2:24]3)[CH2:17]1)[CH2:25]2. No catalyst specified. The yield is 0.710. (7) The reactants are Cl[C:2]([C:4]1[CH:13]=[CH:12][C:7]([C:8]([O:10][CH3:11])=[O:9])=[CH:6][CH:5]=1)=[O:3].[CH3:14][C:15]1[CH:16]=[C:17]([C:21]2[N:22]=[C:23]([NH2:32])[S:24][C:25]=2[C:26]2[CH:31]=[CH:30][N:29]=[CH:28][N:27]=2)[CH:18]=[CH:19][CH:20]=1.C(=O)([O-])O.[Na+]. The catalyst is CN(C)C1C=CN=CC=1.CN(C)C(=O)C. The product is [CH3:14][C:15]1[CH:16]=[C:17]([C:21]2[N:22]=[C:23]([NH:32][C:2]([C:4]3[CH:13]=[CH:12][C:7]([C:8]([O:10][CH3:11])=[O:9])=[CH:6][CH:5]=3)=[O:3])[S:24][C:25]=2[C:26]2[CH:31]=[CH:30][N:29]=[CH:28][N:27]=2)[CH:18]=[CH:19][CH:20]=1. The yield is 0.650.